Dataset: Full USPTO retrosynthesis dataset with 1.9M reactions from patents (1976-2016). Task: Predict the reactants needed to synthesize the given product. (1) Given the product [N+:8]([C:3]1[CH:4]=[CH:5][CH:6]=[CH:7][C:2]=1[CH:17]([CH:13]1[CH2:12][CH2:11][CH2:16][CH2:15][CH2:14]1)[OH:19])([O-:10])=[O:9], predict the reactants needed to synthesize it. The reactants are: I[C:2]1[CH:7]=[CH:6][CH:5]=[CH:4][C:3]=1[N+:8]([O-:10])=[O:9].[CH3:11][CH2:12][CH2:13][CH2:14][CH2:15][CH3:16].[C:17](OCC)(=[O:19])C. (2) Given the product [CH2:1]([NH:3][C:4]1[C:5]([NH2:19])=[CH:6][CH:7]=[C:8]([O:10][CH2:11][O:12][CH2:13][CH2:14][Si:15]([CH3:18])([CH3:17])[CH3:16])[CH:9]=1)[CH3:2], predict the reactants needed to synthesize it. The reactants are: [CH2:1]([NH:3][C:4]1[CH:9]=[C:8]([O:10][CH2:11][O:12][CH2:13][CH2:14][Si:15]([CH3:18])([CH3:17])[CH3:16])[CH:7]=[CH:6][C:5]=1[N+:19]([O-])=O)[CH3:2]. (3) The reactants are: Cl[C:2]1[C:21]([C:22]2[N:26](C3CCCCO3)[N:25]=[CH:24][CH:23]=2)=[CH:20][C:5]([C:6]([NH:8][C:9]2[CH:14]=[CH:13][C:12]([O:15][C:16]([Cl:19])([F:18])[F:17])=[CH:11][CH:10]=2)=[O:7])=[CH:4][N:3]=1.[F:33][C@@H:34]1[CH2:38][NH:37][CH2:36][C@H:35]1[NH:39]C(=O)OC(C)(C)C. Given the product [NH2:39][C@H:35]1[C@H:34]([F:33])[CH2:38][N:37]([C:2]2[C:21]([C:22]3[NH:26][N:25]=[CH:24][CH:23]=3)=[CH:20][C:5]([C:6]([NH:8][C:9]3[CH:14]=[CH:13][C:12]([O:15][C:16]([Cl:19])([F:17])[F:18])=[CH:11][CH:10]=3)=[O:7])=[CH:4][N:3]=2)[CH2:36]1, predict the reactants needed to synthesize it. (4) Given the product [CH3:29][O:30][C:31]1[C:38]([O:39][CH3:40])=[CH:37][C:34]([CH:35]([C:21]2[C:22]([O:24][CH3:25])=[N:23][C:18]([O:17][CH3:16])=[N:19][CH:20]=2)[OH:36])=[C:33]([CH:41]([CH3:49])[CH2:42][C:43]2[CH:48]=[CH:47][CH:46]=[CH:45][CH:44]=2)[CH:32]=1, predict the reactants needed to synthesize it. The reactants are: CC1(C)CCCC(C)(C)N1.C([Li])CCC.[CH3:16][O:17][C:18]1[N:23]=[C:22]([O:24][CH3:25])[CH:21]=[CH:20][N:19]=1.C(=O)=O.[CH3:29][O:30][C:31]1[C:38]([O:39][CH3:40])=[CH:37][C:34]([CH:35]=[O:36])=[C:33]([CH:41]([CH3:49])[CH2:42][C:43]2[CH:48]=[CH:47][CH:46]=[CH:45][CH:44]=2)[CH:32]=1.